From a dataset of Full USPTO retrosynthesis dataset with 1.9M reactions from patents (1976-2016). Predict the reactants needed to synthesize the given product. (1) Given the product [F:1][C:2]1[CH:3]=[C:4]([C:10]2[N:11]=[C:12]([CH3:23])[C:13]3[C:18]([S:19]([CH3:22])(=[O:21])=[O:20])=[CH:17][N:16]([C:33]4[CH:34]=[C:35]([CH:43]=[CH:44][CH:45]=4)[O:36][CH2:37][C:38]([N:40]([CH3:42])[CH3:41])=[O:39])[C:14]=3[N:15]=2)[CH:5]=[CH:6][C:7]=1[O:8][CH3:9], predict the reactants needed to synthesize it. The reactants are: [F:1][C:2]1[CH:3]=[C:4]([C:10]2[N:11]=[C:12]([CH3:23])[C:13]3[C:18]([S:19]([CH3:22])(=[O:21])=[O:20])=[CH:17][NH:16][C:14]=3[N:15]=2)[CH:5]=[CH:6][C:7]=1[O:8][CH3:9].[O-]P([O-])([O-])=O.[K+].[K+].[K+].I[C:33]1[CH:34]=[C:35]([CH:43]=[CH:44][CH:45]=1)[O:36][CH2:37][C:38]([N:40]([CH3:42])[CH3:41])=[O:39].CN[C@@H]1CCCC[C@H]1NC. (2) Given the product [Cl:1][C:2]1[C:7]([S:8]([NH:17][C:16]2[CH:18]=[CH:19][C:20]([O:21][CH3:22])=[C:14]([O:13][CH3:12])[CH:15]=2)(=[O:10])=[O:9])=[CH:6][CH:5]=[CH:4][N:3]=1, predict the reactants needed to synthesize it. The reactants are: [Cl:1][C:2]1[C:7]([S:8](Cl)(=[O:10])=[O:9])=[CH:6][CH:5]=[CH:4][N:3]=1.[CH3:12][O:13][C:14]1[CH:15]=[C:16]([CH:18]=[CH:19][C:20]=1[O:21][CH3:22])[NH2:17]. (3) Given the product [C:28]([C:25]1[CH:24]=[CH:23][C:22]([CH:11]([C:12](=[O:21])[NH:13][C:14]2[CH:15]=[CH:16][C:17]([I:20])=[CH:18][CH:19]=2)[CH2:10][C:7]2[S:6][C:5]([C:3]([OH:4])=[O:2])=[CH:9][CH:8]=2)=[CH:27][CH:26]=1)([CH3:31])([CH3:29])[CH3:30], predict the reactants needed to synthesize it. The reactants are: C[O:2][C:3]([C:5]1[S:6][C:7]([CH2:10][CH:11]([C:22]2[CH:27]=[CH:26][C:25]([C:28]([CH3:31])([CH3:30])[CH3:29])=[CH:24][CH:23]=2)[C:12](=[O:21])[NH:13][C:14]2[CH:19]=[CH:18][C:17]([I:20])=[CH:16][CH:15]=2)=[CH:8][CH:9]=1)=[O:4].O.[OH-].[Na+].